Task: Predict the product of the given reaction.. Dataset: Forward reaction prediction with 1.9M reactions from USPTO patents (1976-2016) Given the reactants [NH2:1][C:2]1[C:3](Cl)=[N:4][C:5]2[C:10]([N:11]=1)=[CH:9][C:8]([O:12][CH3:13])=[CH:7][CH:6]=2.[CH3:15][O-:16].[Na+], predict the reaction product. The product is: [NH2:1][C:2]1[C:3]([O:16][CH3:15])=[N:4][C:5]2[C:10]([N:11]=1)=[CH:9][C:8]([O:12][CH3:13])=[CH:7][CH:6]=2.